Dataset: Forward reaction prediction with 1.9M reactions from USPTO patents (1976-2016). Task: Predict the product of the given reaction. Given the reactants Br[C:2]1[CH:3]=[CH:4][C:5]2[O:11][CH2:10][CH2:9][N:8]3[C:12]([CH2:18][N:19]([CH2:21][CH2:22][O:23][CH3:24])[CH3:20])=[C:13]([C:15]([NH2:17])=[O:16])[N:14]=[C:7]3[C:6]=2[CH:25]=1.BrC1C=CC2OCCN3C(CN4CCCC4)=C(C(N)=O)N=C3C=2C=1.COCCNC.[CH3:56][C:57]([OH:61])([C:59]#[CH:60])[CH3:58], predict the reaction product. The product is: [OH:61][C:57]([CH3:58])([CH3:56])[C:59]#[C:60][C:2]1[CH:3]=[CH:4][C:5]2[O:11][CH2:10][CH2:9][N:8]3[C:12]([CH2:18][N:19]([CH2:21][CH2:22][O:23][CH3:24])[CH3:20])=[C:13]([C:15]([NH2:17])=[O:16])[N:14]=[C:7]3[C:6]=2[CH:25]=1.